Task: Predict which catalyst facilitates the given reaction.. Dataset: Catalyst prediction with 721,799 reactions and 888 catalyst types from USPTO Reactant: [CH2:1]([O:8][C:9]1[CH:14]=[CH:13][C:12]([C:15]2[N:16]=[N:17][NH:18][N:19]=2)=[CH:11][CH:10]=1)[C:2]1[CH:7]=[CH:6][CH:5]=[CH:4][CH:3]=1.[H-].[Na+].[CH:22](I)([CH3:24])[CH3:23]. Product: [CH2:1]([O:8][C:9]1[CH:14]=[CH:13][C:12]([C:15]2[N:19]=[N:18][N:17]([CH:22]([CH3:24])[CH3:23])[N:16]=2)=[CH:11][CH:10]=1)[C:2]1[CH:3]=[CH:4][CH:5]=[CH:6][CH:7]=1. The catalyst class is: 42.